This data is from Catalyst prediction with 721,799 reactions and 888 catalyst types from USPTO. The task is: Predict which catalyst facilitates the given reaction. (1) Reactant: [CH2:1]([N:8]1[C@@H:13]([CH3:14])[CH2:12][O:11][CH2:10][C:9]1=[O:15])[C:2]1[CH:7]=[CH:6][CH:5]=[CH:4][CH:3]=1.[Li+].CC([N-]C(C)C)C.[CH2:24]=[O:25]. Product: [CH2:1]([N:8]1[CH:13]([CH3:14])[CH2:12][O:11][C@@H:10]([CH2:24][OH:25])[C:9]1=[O:15])[C:2]1[CH:3]=[CH:4][CH:5]=[CH:6][CH:7]=1. The catalyst class is: 1. (2) Reactant: [C:1]([C:3]1[CH:8]=[CH:7][C:6]([C:9]2[N:10]=[C:11]([C@H:14]([CH3:31])[C@:15]([C:23]3[CH:28]=[CH:27][C:26]([F:29])=[CH:25][C:24]=3[F:30])([OH:22])[CH2:16][N:17]3[CH:21]=[N:20][CH:19]=[N:18]3)[S:12][CH:13]=2)=[CH:5][CH:4]=1)#[N:2].[H-].[K+].Cl[C:35]([O:37][CH2:38][Cl:39])=[O:36]. Product: [C:1]([C:3]1[CH:8]=[CH:7][C:6]([C:9]2[N:10]=[C:11]([C@H:14]([CH3:31])[C@:15]([C:23]3[CH:28]=[CH:27][C:26]([F:29])=[CH:25][C:24]=3[F:30])([O:22][C:35]([O:37][CH2:38][Cl:39])=[O:36])[CH2:16][N:17]3[CH:21]=[N:20][CH:19]=[N:18]3)[S:12][CH:13]=2)=[CH:5][CH:4]=1)#[N:2]. The catalyst class is: 1. (3) Product: [Cl:12][C:13]1[C:14]([F:21])=[C:15](/[CH:16]=[C:8](/[C:5]2[CH:6]=[CH:7][C:2]([Cl:1])=[CH:3][C:4]=2[F:11])\[C:9]#[N:10])[CH:18]=[CH:19][CH:20]=1. Reactant: [Cl:1][C:2]1[CH:7]=[CH:6][C:5]([CH2:8][C:9]#[N:10])=[C:4]([F:11])[CH:3]=1.[Cl:12][C:13]1[C:14]([F:21])=[C:15]([CH:18]=[CH:19][CH:20]=1)[CH:16]=O.[OH-].[Na+]. The catalyst class is: 5. (4) Reactant: [Cl:1][C:2]1[CH:3]=[C:4]([OH:9])[C:5]([OH:8])=[CH:6][CH:7]=1.[C:10]([O:18]C1C=CC(Cl)=CC=1[O:18][C:10](=[O:17])[C:11]1[CH:16]=[CH:15][CH:14]=[CH:13][CH:12]=1)(=[O:17])[C:11]1[CH:16]=[CH:15][CH:14]=[CH:13][CH:12]=1.C(N(CC)CC)C.C1CCCCC1. Product: [C:10]([OH:18])(=[O:17])[C:11]1[CH:16]=[CH:15][CH:14]=[CH:13][CH:12]=1.[Cl:1][C:2]1[CH:3]=[C:4]([OH:9])[C:5](=[CH:6][CH:7]=1)[OH:8]. The catalyst class is: 11. (5) Reactant: Cl[S:2]([C:5]1[CH:6]=[CH:7][C:8]([F:14])=[C:9]([CH:13]=1)[C:10]([OH:12])=[O:11])(=[O:4])=[O:3].[CH:15]1([NH2:20])[CH2:19][CH2:18][CH2:17][CH2:16]1.C(N(C(C)C)CC)(C)C. Product: [CH:15]1([NH:20][S:2]([C:5]2[CH:6]=[CH:7][C:8]([F:14])=[C:9]([CH:13]=2)[C:10]([OH:12])=[O:11])(=[O:4])=[O:3])[CH2:19][CH2:18][CH2:17][CH2:16]1. The catalyst class is: 2. (6) Reactant: [Cl:1][C:2]1[CH:3]=[C:4]([OH:8])[CH:5]=[CH:6][CH:7]=1.CC(C)([O-])C.Cl[CH2:15][C:16]([NH:18][CH:19]1[CH2:22][N:21]([CH2:23][C:24]2[CH:28]=[CH:27][N:26]([C:29]3[CH:34]=[CH:33][C:32]([C:35]([F:38])([F:37])[F:36])=[CH:31][CH:30]=3)[CH:25]=2)[CH2:20]1)=[O:17]. Product: [Cl:1][C:2]1[CH:3]=[C:4]([CH:5]=[CH:6][CH:7]=1)[O:8][CH2:15][C:16]([NH:18][CH:19]1[CH2:22][N:21]([CH2:23][C:24]2[CH:28]=[CH:27][N:26]([C:29]3[CH:34]=[CH:33][C:32]([C:35]([F:37])([F:36])[F:38])=[CH:31][CH:30]=3)[CH:25]=2)[CH2:20]1)=[O:17]. The catalyst class is: 1. (7) Reactant: [O:1]=[C:2]1[C:10]2[C:5](=[CH:6][CH:7]=[CH:8][CH:9]=2)[CH2:4][N:3]1[CH:11]([C:16]1[CH:21]=[CH:20][CH:19]=[CH:18][CH:17]=1)[CH2:12][C:13](O)=[O:14].[NH2:22][C:23]1[CH:28]=[CH:27][CH:26]=[CH:25][N:24]=1.CN(C(ON1N=NC2C=CC=CC1=2)=[N+](C)C)C.F[P-](F)(F)(F)(F)F.C(N(C(C)C)C(C)C)C. Product: [O:1]=[C:2]1[C:10]2[C:5](=[CH:6][CH:7]=[CH:8][CH:9]=2)[CH2:4][N:3]1[CH:11]([C:16]1[CH:17]=[CH:18][CH:19]=[CH:20][CH:21]=1)[CH2:12][C:13]([NH:22][C:23]1[CH:28]=[CH:27][CH:26]=[CH:25][N:24]=1)=[O:14]. The catalyst class is: 22. (8) Reactant: [CH3:1][C:2]1[CH:11]=[CH:10][C:9]([NH2:12])=[CH:8][C:3]=1[C:4]([O:6][CH3:7])=[O:5].[CH:13](OCC)(OCC)OCC.[N-:23]=[N+:24]=[N-:25].[Na+]. Product: [CH3:1][C:2]1[CH:11]=[CH:10][C:9]([N:12]2[CH:13]=[N:25][N:24]=[N:23]2)=[CH:8][C:3]=1[C:4]([O:6][CH3:7])=[O:5]. The catalyst class is: 86. (9) Reactant: Br[C:2]([CH3:9])([CH3:8])[C:3]([O:5][CH2:6][CH3:7])=[O:4].[CH3:10][C:11]([SH:14])([CH3:13])[CH3:12].[OH-].[K+]. Product: [CH2:6]([O:5][C:3](=[O:4])[C:2]([S:14][C:11]([CH3:13])([CH3:12])[CH3:10])([CH3:9])[CH3:8])[CH3:7]. The catalyst class is: 8.